This data is from Catalyst prediction with 721,799 reactions and 888 catalyst types from USPTO. The task is: Predict which catalyst facilitates the given reaction. (1) Reactant: [NH:1]1[C:9]2[C:4](=[CH:5][C:6]([CH:10]3[CH2:16][CH2:15][NH:14][CH2:13][C:12]4[CH:17]=[CH:18][CH:19]=[CH:20][C:11]3=4)=[CH:7][CH:8]=2)[CH:3]=[CH:2]1.C=O.[C:23](O[BH-](OC(=O)C)OC(=O)C)(=O)C.[Na+]. Product: [NH:1]1[C:9]2[C:4](=[CH:5][C:6]([CH:10]3[CH2:16][CH2:15][N:14]([CH3:23])[CH2:13][C:12]4[CH:17]=[CH:18][CH:19]=[CH:20][C:11]3=4)=[CH:7][CH:8]=2)[CH:3]=[CH:2]1. The catalyst class is: 26. (2) Reactant: [Cl:1][C:2]1[CH:37]=[CH:36][C:5]([CH2:6]/[C:7](/[C:27]2[CH:28]=[C:29]([CH:33]=[CH:34][CH:35]=2)[C:30]([NH2:32])=[O:31])=[C:8](/[NH:10][C:11](=[O:26])[C:12]([CH3:25])([O:14][C:15]2[CH:20]=[CH:19][C:18]([C:21]([F:24])([F:23])[F:22])=[CH:17][N:16]=2)[CH3:13])\[CH3:9])=[CH:4][CH:3]=1.CC(OO)=O. Product: [Cl:1][C:2]1[CH:3]=[CH:4][C:5]([CH2:6][C@@H:7]([C:27]2[CH:28]=[C:29]([CH:33]=[CH:34][CH:35]=2)[C:30]([NH2:32])=[O:31])[C@@H:8]([NH:10][C:11](=[O:26])[C:12]([CH3:13])([O:14][C:15]2[CH:20]=[CH:19][C:18]([C:21]([F:24])([F:23])[F:22])=[CH:17][N:16]=2)[CH3:25])[CH3:9])=[CH:36][CH:37]=1. The catalyst class is: 32. (3) The catalyst class is: 9. Reactant: [Cl:1][CH2:2][C:3]([N:5]1[C@@H:10]([CH3:11])[CH2:9][N:8]([C:12]2[C:21]([O:22][CH3:23])=[C:20]3[C:15]([C:16](=[O:39])[C:17]([C:27]([NH:29][CH2:30][C:31]4[CH:36]=[CH:35][C:34]([Cl:37])=[CH:33][C:32]=4[Cl:38])=[O:28])=[CH:18][N:19]3[CH:24]3[CH2:26][CH2:25]3)=[CH:14][C:13]=2[F:40])[CH2:7][C@H:6]1[CH3:41])=[O:4].[N-:42]=[N+:43]=[N-:44].[Na+]. Product: [ClH:1].[N:42]([CH2:2][C:3]([N:5]1[CH:6]([CH3:41])[CH2:7][N:8]([C:12]2[C:21]([O:22][CH3:23])=[C:20]3[C:15]([C:16](=[O:39])[C:17]([C:27]([NH:29][CH2:30][C:31]4[CH:36]=[CH:35][C:34]([Cl:37])=[CH:33][C:32]=4[Cl:38])=[O:28])=[CH:18][N:19]3[CH:24]3[CH2:26][CH2:25]3)=[CH:14][C:13]=2[F:40])[CH2:9][CH:10]1[CH3:11])=[O:4])=[N+:43]=[N-:44]. (4) Reactant: C([O:8][C:9]1[CH:18]=[CH:17][CH:16]=[C:15]2[C:10]=1[C:11](=[O:27])[CH:12]=[C:13]([C:19]1[CH:24]=[CH:23][CH:22]=[CH:21][C:20]=1[O:25][CH3:26])[O:14]2)C1C=CC=CC=1.C(OCC)(=O)C.CCCCCC. Product: [OH:8][C:9]1[CH:18]=[CH:17][CH:16]=[C:15]2[C:10]=1[C:11](=[O:27])[CH:12]=[C:13]([C:19]1[CH:24]=[CH:23][CH:22]=[CH:21][C:20]=1[O:25][CH3:26])[O:14]2. The catalyst class is: 86. (5) Reactant: [CH3:1][NH:2][CH3:3].CN(C=O)C.Br[CH2:10][C:11]1[CH:12]=[C:13]([CH:16]=[CH:17][CH:18]=1)[C:14]#[N:15]. Product: [CH3:1][N:2]([CH2:10][C:11]1[CH:12]=[C:13]([CH:16]=[CH:17][CH:18]=1)[C:14]#[N:15])[CH3:3]. The catalyst class is: 6. (6) Reactant: [C:1]([O:4][C:5]1[CH:14]=[C:13]2[C:8]([C:9](=O)[NH:10][CH:11]=[N:12]2)=[C:7]([O:16][CH:17]2[CH2:22][CH2:21][O:20][CH2:19][CH2:18]2)[CH:6]=1)(=[O:3])[CH3:2].C(N(C(C)C)CC)(C)C.P(Cl)(Cl)([Cl:34])=O. Product: [C:1]([O:4][C:5]1[CH:14]=[C:13]2[C:8]([C:9]([Cl:34])=[N:10][CH:11]=[N:12]2)=[C:7]([O:16][CH:17]2[CH2:22][CH2:21][O:20][CH2:19][CH2:18]2)[CH:6]=1)(=[O:3])[CH3:2]. The catalyst class is: 26. (7) Reactant: [Br:1][C:2]1[C:3]2[C:4](=[CH:9][N:10]([C:12]3[C:17]([Cl:18])=[CH:16][CH:15]=[CH:14][C:13]=3[Cl:19])[N:11]=2)[CH:5]=[N+:6]([O-])[CH:7]=1.P(Br)(Br)([Br:22])=O. Product: [Br:22][C:5]1[C:4]2=[CH:9][N:10]([C:12]3[C:17]([Cl:18])=[CH:16][CH:15]=[CH:14][C:13]=3[Cl:19])[N:11]=[C:3]2[C:2]([Br:1])=[CH:7][N:6]=1. The catalyst class is: 26.